From a dataset of Reaction yield outcomes from USPTO patents with 853,638 reactions. Predict the reaction yield, written as a fraction of the theoretical maximum amount of product (1.0 means a 100% yield; for example, 0.34 means a 34% yield). (1) The reactants are C([O:3][C:4](=O)[CH2:5][N:6]([CH2:14][C:15]1[CH:20]=[C:19]([Cl:21])[CH:18]=[CH:17][C:16]=1[NH2:22])[C:7]([O:9][C:10]([CH3:13])([CH3:12])[CH3:11])=[O:8])C.CC(C)([O-])C.[K+].O.[Cl-].[NH4+]. The catalyst is O1CCCC1.C(OCC)(=O)C. The product is [C:10]([O:9][C:7]([N:6]1[CH2:14][C:15]2[CH:20]=[C:19]([Cl:21])[CH:18]=[CH:17][C:16]=2[NH:22][C:4](=[O:3])[CH2:5]1)=[O:8])([CH3:13])([CH3:12])[CH3:11]. The yield is 0.880. (2) The reactants are [CH2:1]([O:3][C:4]([C:6]1[NH:7][C:8]([CH3:11])=[CH:9][CH:10]=1)=[O:5])[CH3:2].[F:12][C:13]([F:25])([F:24])[C:14]1[CH:19]=[CH:18][C:17]([CH2:20][C:21](Cl)=[O:22])=[CH:16][CH:15]=1. The catalyst is ClCCCl. The product is [CH2:1]([O:3][C:4]([C:6]1[NH:7][C:8]([CH3:11])=[C:9]([C:21](=[O:22])[CH2:20][C:17]2[CH:16]=[CH:15][C:14]([C:13]([F:24])([F:12])[F:25])=[CH:19][CH:18]=2)[CH:10]=1)=[O:5])[CH3:2]. The yield is 0.330. (3) The reactants are [O:1]1[C:5]2[CH:6]=[CH:7][C:8]([C:10]3([C:13]([NH:15][C:16]4[CH:21]=[CH:20][C:19]([C:22](=[O:31])[C:23]5[CH:28]=[CH:27][CH:26]=[CH:25][C:24]=5[O:29][CH3:30])=[CH:18][N:17]=4)=[O:14])[CH2:12][CH2:11]3)=[CH:9][C:4]=2[O:3][CH2:2]1.[BH4-].[Na+]. The catalyst is CO. The product is [O:1]1[C:5]2[CH:6]=[CH:7][C:8]([C:10]3([C:13]([NH:15][C:16]4[CH:21]=[CH:20][C:19]([CH:22]([OH:31])[C:23]5[CH:28]=[CH:27][CH:26]=[CH:25][C:24]=5[O:29][CH3:30])=[CH:18][N:17]=4)=[O:14])[CH2:12][CH2:11]3)=[CH:9][C:4]=2[O:3][CH2:2]1. The yield is 0.420. (4) The reactants are [F:1][C:2]1[CH:7]=[CH:6][CH:5]=[CH:4][C:3]=1[C:8]1[CH:26]=[CH:25][C:11]2[NH:12][C:13]([C:15]3[CH2:19][C:18]4([CH2:24][CH2:23][O:22][CH2:21][CH2:20]4)[O:17][N:16]=3)=[N:14][C:10]=2[CH:9]=1.[ClH:27]. The catalyst is CCO. The product is [ClH:27].[F:1][C:2]1[CH:7]=[CH:6][CH:5]=[CH:4][C:3]=1[C:8]1[CH:26]=[CH:25][C:11]2[NH:12][C:13]([C:15]3[CH2:19][C:18]4([CH2:20][CH2:21][O:22][CH2:23][CH2:24]4)[O:17][N:16]=3)=[N:14][C:10]=2[CH:9]=1. The yield is 0.580. (5) The reactants are [H-].[Na+].C(OP([CH2:11][C:12]([O:14][CH2:15][CH3:16])=[O:13])(OCC)=O)C.P(=O)([O-])[O-].[Si:21]([O:28][CH2:29][C@@H:30]1[C@H:34]([CH2:35][CH3:36])[CH2:33][C:32](=O)[CH2:31]1)([C:24]([CH3:27])([CH3:26])[CH3:25])([CH3:23])[CH3:22].[NH4+].[Cl-]. The catalyst is C1COCC1.CCOC(C)=O. The product is [Si:21]([O:28][CH2:29][C@@H:30]1[C@H:34]([CH2:35][CH3:36])[CH2:33][C:32](=[CH:11][C:12]([O:14][CH2:15][CH3:16])=[O:13])[CH2:31]1)([C:24]([CH3:27])([CH3:26])[CH3:25])([CH3:22])[CH3:23]. The yield is 1.00.